This data is from Catalyst prediction with 721,799 reactions and 888 catalyst types from USPTO. The task is: Predict which catalyst facilitates the given reaction. (1) Reactant: [Cl:1][C:2]1[CH:7]=[CH:6][C:5]([CH2:8][C:9](=[O:11])[CH3:10])=[CH:4][CH:3]=1.[H-].[Na+].[C:14](OC)(=[O:19])[C:15]([O:17][CH3:18])=[O:16]. Product: [Cl:1][C:2]1[CH:3]=[CH:4][C:5]([CH2:8][C:9](=[O:11])[CH2:10][C:14](=[O:19])[C:15]([O:17][CH3:18])=[O:16])=[CH:6][CH:7]=1. The catalyst class is: 1. (2) Reactant: [CH3:1][S:2]([OH:5])(=[O:4])=[O:3].[NH2:6][C:7]1[C:8]([C:15]([N:17]=[C:18]([NH2:41])[NH:19][CH2:20][CH2:21][CH2:22][CH2:23][C:24]2[CH:40]=[CH:39][C:27]([O:28][CH2:29][C:30]([NH:32][CH2:33][CH2:34][CH2:35][N:36]([CH3:38])[CH3:37])=[O:31])=[CH:26][CH:25]=2)=[O:16])=[N:9][C:10]([Cl:14])=[C:11]([NH2:13])[N:12]=1. Product: [CH3:1][S:2]([OH:5])(=[O:4])=[O:3].[CH3:1][S:2]([OH:5])(=[O:4])=[O:3].[NH2:6][C:7]1[C:8]([C:15]([N:17]=[C:18]([NH2:41])[NH:19][CH2:20][CH2:21][CH2:22][CH2:23][C:24]2[CH:40]=[CH:39][C:27]([O:28][CH2:29][C:30]([NH:32][CH2:33][CH2:34][CH2:35][N:36]([CH3:37])[CH3:38])=[O:31])=[CH:26][CH:25]=2)=[O:16])=[N:9][C:10]([Cl:14])=[C:11]([NH2:13])[N:12]=1. The catalyst class is: 8.